The task is: Predict the product of the given reaction.. This data is from Forward reaction prediction with 1.9M reactions from USPTO patents (1976-2016). (1) The product is: [CH:1]1([C:7]2[CH:20]=[CH:19][C:10]([O:11][CH2:12][C@H:13]3[O:17][C:16]4=[N:18][C:24](=[O:23])[CH:25]=[C:26]([CH2:27][S:28][CH2:29][CH3:30])[N:15]4[CH2:14]3)=[CH:9][CH:8]=2)[CH2:2][CH2:3][CH2:4][CH2:5][CH2:6]1. Given the reactants [CH:1]1([C:7]2[CH:20]=[CH:19][C:10]([O:11][CH2:12][C@H:13]3[O:17][C:16]([NH2:18])=[N:15][CH2:14]3)=[CH:9][CH:8]=2)[CH2:6][CH2:5][CH2:4][CH2:3][CH2:2]1.C([O:23][C:24](=O)[C:25]#[C:26][CH2:27][S:28][CH2:29][CH3:30])C, predict the reaction product. (2) Given the reactants Cl.[CH:2]1([C:8]2[NH:12][N:11]=[C:10]([NH:13][C:14]3[C:15]4[CH2:30][CH2:29][CH2:28][C:16]=4[N:17]=[C:18]([N:20]4[CH2:24][CH2:23][CH2:22][C@H:21]4[C:25](O)=[O:26])[N:19]=3)[CH:9]=2)[CH2:7][CH2:6][CH2:5][CH2:4][CH2:3]1.[NH:31]1[CH2:36][CH2:35][CH2:34][CH2:33][CH2:32]1.CCN=C=NCCCN(C)C.Cl.C1C=CC2N(O)N=NC=2C=1.CCN(C(C)C)C(C)C, predict the reaction product. The product is: [CH:2]1([C:8]2[NH:12][N:11]=[C:10]([NH:13][C:14]3[C:15]4[CH2:30][CH2:29][CH2:28][C:16]=4[N:17]=[C:18]([N:20]4[CH2:24][CH2:23][CH2:22][C@H:21]4[C:25]([N:31]4[CH2:36][CH2:35][CH2:34][CH2:33][CH2:32]4)=[O:26])[N:19]=3)[CH:9]=2)[CH2:7][CH2:6][CH2:5][CH2:4][CH2:3]1. (3) Given the reactants Cl.[NH2:2][C@H:3]1[CH2:8][CH2:7][C@H:6]([NH:9][C:10]([C:12]2[C:16]3[N:17]=[CH:18][N:19]=[C:20]([C:21]4[CH:26]=[C:25]([CH:27]([F:29])[F:28])[CH:24]=[CH:23][C:22]=4[O:30][CH2:31][CH:32]4[CH2:34][CH2:33]4)[C:15]=3[NH:14][C:13]=2[CH3:35])=[O:11])[C@@H:5]([CH3:36])[CH2:4]1.[C:37](Cl)(=[O:39])[CH3:38], predict the reaction product. The product is: [C:37]([NH:2][C@H:3]1[CH2:8][CH2:7][C@H:6]([NH:9][C:10]([C:12]2[C:16]3[N:17]=[CH:18][N:19]=[C:20]([C:21]4[CH:26]=[C:25]([CH:27]([F:29])[F:28])[CH:24]=[CH:23][C:22]=4[O:30][CH2:31][CH:32]4[CH2:34][CH2:33]4)[C:15]=3[NH:14][C:13]=2[CH3:35])=[O:11])[C@@H:5]([CH3:36])[CH2:4]1)(=[O:39])[CH3:38]. (4) The product is: [Cl:10][C:4]1[CH:3]=[C:2]([C:13]2[CH:14]=[CH:15][CH:16]=[CH:17][C:12]=2[F:11])[CH:8]=[C:7]([Cl:9])[C:5]=1[NH2:6]. Given the reactants Br[C:2]1[CH:8]=[C:7]([Cl:9])[C:5]([NH2:6])=[C:4]([Cl:10])[CH:3]=1.[F:11][C:12]1[CH:17]=[CH:16][CH:15]=[CH:14][C:13]=1B(O)O, predict the reaction product. (5) Given the reactants C(OC([N:8]1[CH2:13][CH2:12][N:11]([C:14]2[C:15]3[C:30]([CH:31]4[CH2:33][CH2:32]4)=[CH:29][N:28]=[CH:27][C:16]=3[N:17]=[C:18]([C:20]3[CH:25]=[CH:24][N:23]=[C:22](Cl)[CH:21]=3)[N:19]=2)[CH2:10][CH2:9]1)=O)(C)(C)C.[C:34]([C:36]1[CH:41]=[CH:40][C:39]([CH2:42][C:43]([NH2:45])=[O:44])=[CH:38][CH:37]=1)#[N:35], predict the reaction product. The product is: [C:34]([C:36]1[CH:37]=[CH:38][C:39]([CH2:42][C:43]([NH:45][C:22]2[CH:21]=[C:20]([C:18]3[N:19]=[C:14]([N:11]4[CH2:12][CH2:13][NH:8][CH2:9][CH2:10]4)[C:15]4[C:30]([CH:31]5[CH2:32][CH2:33]5)=[CH:29][N:28]=[CH:27][C:16]=4[N:17]=3)[CH:25]=[CH:24][N:23]=2)=[O:44])=[CH:40][CH:41]=1)#[N:35]. (6) The product is: [CH2:1]([O:6][C:7]1[CH:16]=[CH:15][C:14]2[C:9](=[CH:10][CH:11]=[CH:12][CH:13]=2)[C:8]=1[CH2:17][N:33]1[CH2:34][CH2:35][CH:30]([C:26]2[CH:25]=[C:24]([NH:23][C:21](=[O:22])[CH:20]([CH3:19])[CH3:36])[CH:29]=[CH:28][CH:27]=2)[CH2:31][CH2:32]1)[CH2:2][CH:3]([CH3:4])[CH3:5]. Given the reactants [CH2:1]([O:6][C:7]1[CH:16]=[CH:15][C:14]2[C:9](=[CH:10][CH:11]=[CH:12][CH:13]=2)[C:8]=1[CH:17]=O)[CH2:2][CH:3]([CH3:5])[CH3:4].[CH3:19][CH:20]([CH3:36])[C:21]([NH:23][C:24]1[CH:29]=[CH:28][CH:27]=[C:26]([CH:30]2[CH2:35][CH2:34][NH:33][CH2:32][CH2:31]2)[CH:25]=1)=[O:22], predict the reaction product. (7) Given the reactants [NH2:1][C:2]1[CH:7]=[CH:6][CH:5]=[CH:4][C:3]=1[SH:8].C[Al](C)C.[CH3:13][C:14]1[N:18]=[C:17]([CH3:19])[N:16]([C:20]2[N:25]=[C:24]([CH3:26])[N:23]=[C:22]([C@@H:27]3[CH2:29][C@H:28]3[C:30](OCC)=O)[CH:21]=2)[N:15]=1, predict the reaction product. The product is: [CH3:13][C:14]1[N:18]=[C:17]([CH3:19])[N:16]([C:20]2[N:25]=[C:24]([CH3:26])[N:23]=[C:22]([C@@H:27]3[CH2:29][C@H:28]3[C:30]3[S:8][C:3]4[CH:4]=[CH:5][CH:6]=[CH:7][C:2]=4[N:1]=3)[CH:21]=2)[N:15]=1. (8) Given the reactants Cl[C:2]1[NH:10][C:9]2[C:4](=[N:5][CH:6]=[CH:7][CH:8]=2)[C:3]=1[C:11]#[N:12].[CH3:13][O:14][C:15]([C@H:17]1[CH2:21][CH2:20][CH2:19][NH:18]1)=[O:16], predict the reaction product. The product is: [CH3:13][O:14][C:15]([C@H:17]1[CH2:21][CH2:20][CH2:19][N:18]1[C:2]1[NH:10][C:9]2[C:4](=[N:5][CH:6]=[CH:7][CH:8]=2)[C:3]=1[C:11]#[N:12])=[O:16].